Dataset: Reaction yield outcomes from USPTO patents with 853,638 reactions. Task: Predict the reaction yield, written as a fraction of the theoretical maximum amount of product (1.0 means a 100% yield; for example, 0.34 means a 34% yield). (1) The reactants are Cl[C:2]1[CH:7]=[CH:6][N:5]=[C:4]([C:8]([O:10][CH2:11][CH3:12])=[O:9])[CH:3]=1.[F:13][C:14]1[CH:15]=[C:16]([OH:23])[CH:17]=[CH:18][C:19]=1[N+:20]([O-:22])=[O:21].ClC1C=CC=CC=1.C(=O)([O-])O.[Na+]. The catalyst is C(OCC)(=O)C. The product is [F:13][C:14]1[CH:15]=[C:16]([CH:17]=[CH:18][C:19]=1[N+:20]([O-:22])=[O:21])[O:23][C:2]1[CH:7]=[CH:6][N:5]=[C:4]([C:8]([O:10][CH2:11][CH3:12])=[O:9])[CH:3]=1. The yield is 0.402. (2) The reactants are [CH3:1][N:2]([CH3:32])[C:3]([C:5]1[N:26]([CH:27]2[CH2:31][CH2:30][CH2:29][CH2:28]2)[C:8]2[N:9]=[C:10]([NH:13][C:14]3[CH:19]=[CH:18][C:17]([N:20]4[CH2:25][CH2:24][NH:23][CH2:22][CH2:21]4)=[CH:16][N:15]=3)[N:11]=[CH:12][C:7]=2[CH:6]=1)=[O:4].[CH3:33][C:34]([CH3:36])=O.[BH-](OC(C)=O)(OC(C)=O)OC(C)=O.[Na+]. The catalyst is ClCCl. The product is [CH3:1][N:2]([CH3:32])[C:3]([C:5]1[N:26]([CH:27]2[CH2:31][CH2:30][CH2:29][CH2:28]2)[C:8]2[N:9]=[C:10]([NH:13][C:14]3[CH:19]=[CH:18][C:17]([N:20]4[CH2:21][CH2:22][N:23]([CH:34]([CH3:36])[CH3:33])[CH2:24][CH2:25]4)=[CH:16][N:15]=3)[N:11]=[CH:12][C:7]=2[CH:6]=1)=[O:4]. The yield is 0.610. (3) The reactants are [CH3:1][C:2]1[CH:3]=[C:4]([NH:16][C:17]2[C:26]3[C:21](=[CH:22][CH:23]=[CH:24][C:25]=3[O:27][C@H:28]([CH3:33])[C:29]([O:31]C)=O)[N:20]=[CH:19][N:18]=2)[CH:5]=[CH:6][C:7]=1[O:8][CH2:9][C:10]1[CH:15]=[CH:14][CH:13]=[CH:12][N:11]=1.[NH:34]1[CH2:38][CH2:37][CH2:36][CH2:35]1. No catalyst specified. The product is [CH3:33][C@@H:28]([O:27][C:25]1[CH:24]=[CH:23][CH:22]=[C:21]2[C:26]=1[C:17]([NH:16][C:4]1[CH:5]=[CH:6][C:7]([O:8][CH2:9][C:10]3[CH:15]=[CH:14][CH:13]=[CH:12][N:11]=3)=[C:2]([CH3:1])[CH:3]=1)=[N:18][CH:19]=[N:20]2)[C:29](=[O:31])[N:34]1[CH2:38][CH2:37][CH2:36][CH2:35]1. The yield is 0.350. (4) The reactants are [CH3:1][O:2][C:3]1[C:12]([NH:13][C:14](=[O:18])OCC)=[N:11][C:10]2[C:5](=[CH:6][CH:7]=[C:8]([O:19][CH3:20])[CH:9]=2)[N:4]=1.[C:21]1([N:27]2[CH2:32][CH2:31][NH:30][CH2:29][CH2:28]2)[CH:26]=[CH:25][CH:24]=[CH:23][CH:22]=1.C1CCN2C(=NCCC2)CC1. The catalyst is O1CCCC1. The product is [CH3:1][O:2][C:3]1[C:12]([NH:13][C:14]([N:30]2[CH2:31][CH2:32][N:27]([C:21]3[CH:26]=[CH:25][CH:24]=[CH:23][CH:22]=3)[CH2:28][CH2:29]2)=[O:18])=[N:11][C:10]2[C:5](=[CH:6][CH:7]=[C:8]([O:19][CH3:20])[CH:9]=2)[N:4]=1. The yield is 0.920. (5) The reactants are [CH3:1][O:2][C:3]([C:5]1[S:6][C:7]([C:11]2[CH:16]=[CH:15][CH:14]=[CH:13][CH:12]=2)=[CH:8][C:9]=1[NH2:10])=[O:4].[CH2:17]=[C:18]([CH3:20])[CH3:19]. The catalyst is S(=O)(=O)(O)O.O1CCOCC1.C(Cl)(Cl)Cl. The product is [CH3:1][O:2][C:3]([C:5]1[S:6][C:7]([C:11]2[CH:16]=[CH:15][CH:14]=[CH:13][CH:12]=2)=[CH:8][C:9]=1[NH:10][C:18]([CH3:20])([CH3:19])[CH3:17])=[O:4]. The yield is 0.620. (6) The reactants are [Cl:1][C:2]1[C:7]([O:8][CH3:9])=[CH:6][C:5]([O:10][CH3:11])=[CH:4][C:3]=1[NH2:12].[CH2:13]([NH:15][C:16]1[C:21]([CH:22]=O)=[CH:20][N:19]=[C:18]([S:24][CH3:25])[N:17]=1)[CH3:14]. The yield is 0.930. The product is [Cl:1][C:2]1[C:7]([O:8][CH3:9])=[CH:6][C:5]([O:10][CH3:11])=[CH:4][C:3]=1[N:12]=[CH:22][C:21]1[C:16]([NH:15][CH2:13][CH3:14])=[N:17][C:18]([S:24][CH3:25])=[N:19][CH:20]=1. The catalyst is C1(C)C=CC=CC=1.S(=O)(=O)(O)O. (7) The reactants are [CH3:1][O:2][C:3]1[CH:4]=[C:5]([NH:11][C:12]2[C:13]([NH:22][S:23]([C:26]3[CH:27]=[N:28][CH:29]=[CH:30][CH:31]=3)(=[O:25])=[O:24])=[N:14][C:15]3[C:20]([N:21]=2)=[CH:19][CH:18]=[CH:17][CH:16]=3)[CH:6]=[C:7]([O:9][CH3:10])[CH:8]=1.[OH-:32].[Na+].Cl. The catalyst is CS(C)=O. The product is [CH3:10][O:9][C:7]1[CH:6]=[C:5]([NH:11][C:12]2[C:13]([NH:22][S:23]([C:26]3[CH:31]=[CH:30][C:29](=[O:32])[NH:28][CH:27]=3)(=[O:24])=[O:25])=[N:14][C:15]3[C:20]([N:21]=2)=[CH:19][CH:18]=[CH:17][CH:16]=3)[CH:4]=[C:3]([O:2][CH3:1])[CH:8]=1. The yield is 0.900. (8) The reactants are [Cl-].O[NH3+:3].[C:4](=[O:7])([O-])[OH:5].[Na+].CS(C)=O.[C:13]([C:15]1[CH:20]=[CH:19][CH:18]=[CH:17][C:16]=1[C:21]1[CH:26]=[CH:25][C:24]([CH2:27][C:28]2[C:33](=[O:34])[N:32]([C:35]3[CH:48]=[CH:47][C:38]([O:39][C:40]([CH3:46])([CH3:45])[C:41]([O:43][CH3:44])=[O:42])=[CH:37][CH:36]=3)[C:31]([CH3:49])=[N:30][C:29]=2[CH2:50][CH2:51][CH3:52])=[CH:23][CH:22]=1)#[N:14]. The catalyst is O.C(OCC)(=O)C. The product is [CH3:46][C:40]([O:39][C:38]1[CH:37]=[CH:36][C:35]([N:32]2[C:33](=[O:34])[C:28]([CH2:27][C:24]3[CH:23]=[CH:22][C:21]([C:16]4[CH:17]=[CH:18][CH:19]=[CH:20][C:15]=4[C:13]4[NH:3][C:4](=[O:7])[O:5][N:14]=4)=[CH:26][CH:25]=3)=[C:29]([CH2:50][CH2:51][CH3:52])[N:30]=[C:31]2[CH3:49])=[CH:48][CH:47]=1)([CH3:45])[C:41]([O:43][CH3:44])=[O:42]. The yield is 0.410.